From a dataset of Forward reaction prediction with 1.9M reactions from USPTO patents (1976-2016). Predict the product of the given reaction. (1) Given the reactants [F:1][C:2]1[CH:3]=[C:4]2[C:11](=[CH:12][C:13]=1[F:14])[CH:10]1[CH:6]([NH:7]C(=O)O1)[CH2:5]2, predict the reaction product. The product is: [F:1][C:2]1[CH:3]=[C:4]2[C:11](=[CH:12][C:13]=1[F:14])[CH2:10][CH:6]([NH2:7])[CH2:5]2. (2) Given the reactants C(OC(=O)[NH:10][CH2:11][C@H:12]1[CH2:17][CH2:16][C@H:15]([C:18]2[N:26]3[C:21]([C:22]([NH2:27])=[N:23][CH:24]=[N:25]3)=[C:20]([C:28]3[CH:33]=[CH:32][C:31]([O:34][C:35]4[CH:40]=[CH:39][CH:38]=[CH:37][CH:36]=4)=[CH:30][CH:29]=3)[N:19]=2)[CH2:14][CH2:13]1)C1C=CC=CC=1.Cl, predict the reaction product. The product is: [NH2:10][CH2:11][C@H:12]1[CH2:13][CH2:14][C@H:15]([C:18]2[N:26]3[C:21]([C:22]([NH2:27])=[N:23][CH:24]=[N:25]3)=[C:20]([C:28]3[CH:29]=[CH:30][C:31]([O:34][C:35]4[CH:36]=[CH:37][CH:38]=[CH:39][CH:40]=4)=[CH:32][CH:33]=3)[N:19]=2)[CH2:16][CH2:17]1. (3) Given the reactants [CH3:1][Si:2]([C:5]#[CH:6])([CH3:4])[CH3:3].[Li]CCCC.[F:12][CH2:13][C:14](N1CCOCC1)=[O:15], predict the reaction product. The product is: [F:12][CH2:13][C:14](=[O:15])[C:6]#[C:5][Si:2]([CH3:4])([CH3:3])[CH3:1].